Dataset: Full USPTO retrosynthesis dataset with 1.9M reactions from patents (1976-2016). Task: Predict the reactants needed to synthesize the given product. Given the product [CH3:29][N:30]1[CH2:34][CH2:33][CH:32]([O:8][C:7](=[O:9])[C:6]([CH:1]2[CH2:5][CH2:4][CH2:3][CH2:2]2)([OH:10])[C:11]2[CH:16]=[CH:15][CH:14]=[CH:13][CH:12]=2)[CH2:31]1, predict the reactants needed to synthesize it. The reactants are: [CH:1]1([C:6]([C:11]2[CH:16]=[CH:15][CH:14]=[CH:13][CH:12]=2)([OH:10])[C:7]([OH:9])=[O:8])[CH2:5][CH2:4][CH2:3][CH2:2]1.C(N1C=CN=C1)(N1C=CN=C1)=O.[CH3:29][N:30]1[CH2:34][CH2:33][CH:32](O)[CH2:31]1.O.